From a dataset of NCI-60 drug combinations with 297,098 pairs across 59 cell lines. Regression. Given two drug SMILES strings and cell line genomic features, predict the synergy score measuring deviation from expected non-interaction effect. Drug 1: C1=NC2=C(N=C(N=C2N1C3C(C(C(O3)CO)O)F)Cl)N. Drug 2: CC1=C(N=C(N=C1N)C(CC(=O)N)NCC(C(=O)N)N)C(=O)NC(C(C2=CN=CN2)OC3C(C(C(C(O3)CO)O)O)OC4C(C(C(C(O4)CO)O)OC(=O)N)O)C(=O)NC(C)C(C(C)C(=O)NC(C(C)O)C(=O)NCCC5=NC(=CS5)C6=NC(=CS6)C(=O)NCCC[S+](C)C)O. Cell line: SK-MEL-5. Synergy scores: CSS=19.7, Synergy_ZIP=-5.74, Synergy_Bliss=1.10, Synergy_Loewe=-0.0104, Synergy_HSA=0.987.